This data is from Reaction yield outcomes from USPTO patents with 853,638 reactions. The task is: Predict the reaction yield, written as a fraction of the theoretical maximum amount of product (1.0 means a 100% yield; for example, 0.34 means a 34% yield). (1) The reactants are [Cl:1][C:2]1[CH:7]=[CH:6][CH:5]=[C:4]([Cl:8])[C:3]=1[NH:9][C:10]1[N:11]([CH3:27])[C:12]2[C:21]3[C:20](=[O:22])[NH:19][C:18]([CH:23]=[O:24])=[C:17]([CH3:25])[C:16]=3[CH:15]=[CH:14][C:13]=2[N:26]=1.[CH:28]([Mg]Br)=[CH2:29].[Cl-].[NH4+]. The catalyst is C1COCC1. The product is [Cl:8][C:4]1[CH:5]=[CH:6][CH:7]=[C:2]([Cl:1])[C:3]=1[NH:9][C:10]1[N:11]([CH3:27])[C:12]2[C:21]3[C:20](=[O:22])[NH:19][C:18]([CH:23]([OH:24])[CH:28]=[CH2:29])=[C:17]([CH3:25])[C:16]=3[CH:15]=[CH:14][C:13]=2[N:26]=1. The yield is 0.400. (2) The reactants are Cl[C:2]1[C:11]2[C:6](=[CH:7][C:8]([C:14]3[C:15]([CH3:20])=[N:16][O:17][C:18]=3[CH3:19])=[C:9]([O:12][CH3:13])[CH:10]=2)[N:5]=[CH:4][C:3]=1[C:21]([O:23][CH2:24][CH3:25])=[O:22].[C:26]([C:30]1[CH:36]=[CH:35][CH:34]=[CH:33][C:31]=1[NH2:32])([CH3:29])([CH3:28])[CH3:27]. The catalyst is O1CCOCC1. The product is [CH3:29][C:26]([C:30]1[CH:36]=[CH:35][CH:34]=[CH:33][C:31]=1[NH:32][C:2]1[C:11]2[C:6](=[CH:7][C:8]([C:14]3[C:15]([CH3:20])=[N:16][O:17][C:18]=3[CH3:19])=[C:9]([O:12][CH3:13])[CH:10]=2)[N:5]=[CH:4][C:3]=1[C:21]([O:23][CH2:24][CH3:25])=[O:22])([CH3:27])[CH3:28]. The yield is 0.277.